Dataset: Full USPTO retrosynthesis dataset with 1.9M reactions from patents (1976-2016). Task: Predict the reactants needed to synthesize the given product. (1) Given the product [C:28]([C:2]1[C:7]2[O:8][CH2:9][O:10][C:6]=2[CH:5]=[C:4]([C:11]2[S:15][C:14]([NH:16][C:17](=[O:26])[C:18]3[C:23]([F:24])=[CH:22][CH:21]=[CH:20][C:19]=3[F:25])=[N:13][C:12]=2[CH3:27])[CH:3]=1)#[N:29], predict the reactants needed to synthesize it. The reactants are: Br[C:2]1[C:7]2[O:8][CH2:9][O:10][C:6]=2[CH:5]=[C:4]([C:11]2[S:15][C:14]([NH:16][C:17](=[O:26])[C:18]3[C:23]([F:24])=[CH:22][CH:21]=[CH:20][C:19]=3[F:25])=[N:13][C:12]=2[CH3:27])[CH:3]=1.[CH3:28][N:29](C=O)C. (2) The reactants are: C[O:2][C:3](=[O:25])[C:4]1[CH:9]=[CH:8][CH:7]=[C:6]([C:10]2[N:11]=[C:12](Cl)[C:13]3[N:14]([C:16](=[O:23])[N:17]([C:19]([CH3:22])([CH3:21])[CH3:20])[N:18]=3)[CH:15]=2)[CH:5]=1.[CH:26]([NH2:29])([CH3:28])[CH3:27]. Given the product [C:19]([N:17]1[C:16](=[O:23])[N:14]2[CH:15]=[C:10]([C:6]3[CH:5]=[C:4]([CH:9]=[CH:8][CH:7]=3)[C:3]([OH:2])=[O:25])[N:11]=[C:12]([NH:29][CH:26]([CH3:28])[CH3:27])[C:13]2=[N:18]1)([CH3:21])([CH3:20])[CH3:22], predict the reactants needed to synthesize it.